Predict the reactants needed to synthesize the given product. From a dataset of Full USPTO retrosynthesis dataset with 1.9M reactions from patents (1976-2016). The reactants are: [H-].[Na+].[OH:3][C@@H:4]([CH2:20][N:21]([C:26]1[CH:31]=[CH:30][C:29]([OH:32])=[CH:28][CH:27]=1)[CH2:22][CH:23]([CH3:25])[CH3:24])[CH2:5][O:6][C:7]1[C:19]2[C:18]3[C:13](=[CH:14][CH:15]=[CH:16][CH:17]=3)[NH:12][C:11]=2[CH:10]=[CH:9][CH:8]=1.Br[C:34]([CH3:39])([CH3:38])[C:35]([NH2:37])=[O:36]. Given the product [OH:3][C@@H:4]([CH2:20][N:21]([C:26]1[CH:31]=[CH:30][C:29]([O:32][C:34]([CH3:39])([C:35](=[O:36])[NH2:37])[CH3:38])=[CH:28][CH:27]=1)[CH2:22][CH:23]([CH3:25])[CH3:24])[CH2:5][O:6][C:7]1[C:19]2[C:18]3[C:13](=[CH:14][CH:15]=[CH:16][CH:17]=3)[NH:12][C:11]=2[CH:10]=[CH:9][CH:8]=1, predict the reactants needed to synthesize it.